From a dataset of Reaction yield outcomes from USPTO patents with 853,638 reactions. Predict the reaction yield, written as a fraction of the theoretical maximum amount of product (1.0 means a 100% yield; for example, 0.34 means a 34% yield). The reactants are [CH2:1]([O:8][C:9]([C:11]1([CH:19](OS(C(F)(F)F)(=O)=O)[CH3:20])[CH2:16][O:15][C:14]([CH3:18])([CH3:17])[CH2:13][O:12]1)=[O:10])[C:2]1[CH:7]=[CH:6][CH:5]=[CH:4][CH:3]=1.N1(C2CCCCCCCCCC2)CCCN=CCCCCC1. The catalyst is ClCCl. The product is [CH2:1]([O:8][C:9]([C:11]1([CH:19]=[CH2:20])[CH2:16][O:15][C:14]([CH3:17])([CH3:18])[CH2:13][O:12]1)=[O:10])[C:2]1[CH:3]=[CH:4][CH:5]=[CH:6][CH:7]=1. The yield is 0.520.